Dataset: Full USPTO retrosynthesis dataset with 1.9M reactions from patents (1976-2016). Task: Predict the reactants needed to synthesize the given product. (1) Given the product [OH:18][C:17]1[C:16]2[C:11](=[CH:12][C:13]([S:19][C:20]3[CH:21]=[CH:22][CH:23]=[CH:24][CH:25]=3)=[CH:14][CH:15]=2)[CH:10]=[N:9][C:8]=1[C:6]([NH:26][C@@H:27]([CH3:28])[C:29]([OH:31])=[O:30])=[O:7], predict the reactants needed to synthesize it. The reactants are: C(O[C:6]([C:8]1[N:9]=[CH:10][C:11]2[C:16]([C:17]=1[OH:18])=[CH:15][CH:14]=[C:13]([S:19][C:20]1[CH:25]=[CH:24][CH:23]=[CH:22][CH:21]=1)[CH:12]=2)=[O:7])CCC.[NH2:26][C@H:27]([C:29]([OH:31])=[O:30])[CH3:28]. (2) Given the product [F:1][C:2]1[CH:3]=[C:4]([CH3:8])[CH:5]=[CH:6][C:7]=1[CH:28]=[O:29], predict the reactants needed to synthesize it. The reactants are: [F:1][C:2]1[CH:3]=[C:4]([CH3:8])[CH:5]=[CH:6][CH:7]=1.C([Li])CCC.CN(CCN(CCN(C)C)C)C.CN(C)[CH:28]=[O:29]. (3) Given the product [ClH:34].[F:3][C:4]1[CH:9]=[CH:8][C:7]([F:10])=[CH:6][C:5]=1[C@H:11]1[CH2:15][CH2:14][CH2:13][N:12]1[C:16]1[CH:21]=[CH:20][N:19]2[N:22]=[CH:23][C:24]([NH:25][C:26]([N:28]3[CH2:31][C:30]([OH:33])([CH3:32])[CH2:29]3)=[O:27])=[C:18]2[N:17]=1, predict the reactants needed to synthesize it. The reactants are: CO.[F:3][C:4]1[CH:9]=[CH:8][C:7]([F:10])=[CH:6][C:5]=1[C@H:11]1[CH2:15][CH2:14][CH2:13][N:12]1[C:16]1[CH:21]=[CH:20][N:19]2[N:22]=[CH:23][C:24]([NH:25][C:26]([N:28]3[CH2:31][C:30]([OH:33])([CH3:32])[CH2:29]3)=[O:27])=[C:18]2[N:17]=1.[ClH:34]. (4) Given the product [F:19][C:20]1[CH:28]=[CH:27][C:23]([C:24]([N:1]2[CH2:2][CH2:3][CH:4]([C:5]([O:7][CH2:8][CH3:9])=[O:6])[CH2:10][CH2:11]2)=[O:25])=[CH:22][CH:21]=1, predict the reactants needed to synthesize it. The reactants are: [NH:1]1[CH2:11][CH2:10][CH:4]([C:5]([O:7][CH2:8][CH3:9])=[O:6])[CH2:3][CH2:2]1.C(N(CC)CC)C.[F:19][C:20]1[CH:28]=[CH:27][C:23]([C:24](Cl)=[O:25])=[CH:22][CH:21]=1. (5) The reactants are: Cl.[F:2][CH2:3][CH2:4][NH2:5].[NH:6]1[C:14]2[C:9](=[CH:10][C:11]([NH:15][CH:16]3[CH2:21][CH2:20][CH2:19][N:18]([CH:22]([C:26]4[CH:31]=[CH:30][CH:29]=[CH:28][CH:27]=4)[C:23](O)=[O:24])[CH2:17]3)=[CH:12][CH:13]=2)[CH:8]=[N:7]1.Cl.C(N=C=NCCCN(C)C)C.ON1C2C=CC=CC=2N=N1.CN(C1C=CC=CN=1)C.C(=O)([O-])O.[Na+]. Given the product [F:2][CH2:3][CH2:4][NH:5][C:23](=[O:24])[CH:22]([N:18]1[CH2:19][CH2:20][CH2:21][CH:16]([NH:15][C:11]2[CH:10]=[C:9]3[C:14](=[CH:13][CH:12]=2)[NH:6][N:7]=[CH:8]3)[CH2:17]1)[C:26]1[CH:31]=[CH:30][CH:29]=[CH:28][CH:27]=1, predict the reactants needed to synthesize it.